From a dataset of Catalyst prediction with 721,799 reactions and 888 catalyst types from USPTO. Predict which catalyst facilitates the given reaction. (1) Reactant: [C:1](N1C=CN=C1)([N:3]1[CH:7]=[CH:6][N:5]=[CH:4]1)=[O:2].[OH:13][CH2:14][CH2:15][N:16]1[CH2:21][CH2:20][N:19]([C:22](=[O:24])[CH3:23])[CH2:18][CH2:17]1.O. Product: [N:3]1([C:1]([O:13][CH2:14][CH2:15][N:16]2[CH2:21][CH2:20][N:19]([C:22](=[O:24])[CH3:23])[CH2:18][CH2:17]2)=[O:2])[CH:7]=[CH:6][N:5]=[CH:4]1. The catalyst class is: 2. (2) Reactant: N1C=CC=CC=1.[O:7]1[CH2:12][CH2:11]OCC1.[Cl:13][P:14]1[O:19]C(=O)[C:17]2[CH:21]=[CH:22][CH:23]=C[C:16]=2[O:15]1. Product: [Cl:13][P:14]1(=[O:19])[O:15][CH2:16][C:17]2[CH:21]=[CH:22][CH:23]=[CH:11][C:12]=2[O:7]1. The catalyst class is: 12. (3) Reactant: [Br:1][CH2:2][C:3](Br)=[O:4].[C:6]([O:10][C:11](=[O:26])[NH:12][C:13]([CH3:25])([CH3:24])[CH2:14][NH:15][C:16]1[C:21]([F:22])=[CH:20][CH:19]=[CH:18][C:17]=1[F:23])([CH3:9])([CH3:8])[CH3:7].O. Product: [C:6]([O:10][C:11](=[O:26])[NH:12][C:13]([CH3:25])([CH3:24])[CH2:14][N:15]([C:3](=[O:4])[CH2:2][Br:1])[C:16]1[C:21]([F:22])=[CH:20][CH:19]=[CH:18][C:17]=1[F:23])([CH3:9])([CH3:7])[CH3:8]. The catalyst class is: 80. (4) Reactant: [CH3:1][N:2]([CH3:10])[CH:3]1[CH2:8][CH2:7][CH:6]([OH:9])[CH2:5][CH2:4]1.[H-].[Na+].Cl[C:14]1[C:15]2[C:22]([C:23]#[N:24])=[CH:21][NH:20][C:16]=2[N:17]=[CH:18][N:19]=1. Product: [CH3:1][N:2]([CH3:10])[CH:3]1[CH2:8][CH2:7][CH:6]([O:9][C:14]2[C:15]3[C:22]([C:23]#[N:24])=[CH:21][NH:20][C:16]=3[N:17]=[CH:18][N:19]=2)[CH2:5][CH2:4]1. The catalyst class is: 7. (5) Reactant: [C:1]([O:5][C:6](=[O:16])[NH:7][CH2:8][C:9]1[CH:14]=[CH:13][CH:12]=[C:11]([NH2:15])[CH:10]=1)([CH3:4])([CH3:3])[CH3:2].C([N:25]=[C:26]=[S:27])(=O)C1C=CC=CC=1.CO.C(=O)([O-])[O-].[K+].[K+]. Product: [C:1]([O:5][C:6](=[O:16])[NH:7][CH2:8][C:9]1[CH:14]=[CH:13][CH:12]=[C:11]([NH:15][C:26]([NH2:25])=[S:27])[CH:10]=1)([CH3:4])([CH3:2])[CH3:3]. The catalyst class is: 20. (6) Reactant: [CH2:1]([N:5]1[C:9](=[O:10])[C:8](Cl)=[C:7]([C:12]2[CH:17]=[CH:16][CH:15]=[CH:14][CH:13]=2)[S:6]1(=[O:19])=[O:18])[CH2:2][CH2:3][CH3:4].[F:20][C:21]([F:31])([F:30])[O:22][C:23]1[CH:28]=[CH:27][C:26]([NH2:29])=[CH:25][CH:24]=1. Product: [CH2:1]([N:5]1[C:9](=[O:10])[C:8]([NH:29][C:26]2[CH:27]=[CH:28][C:23]([O:22][C:21]([F:20])([F:30])[F:31])=[CH:24][CH:25]=2)=[C:7]([C:12]2[CH:17]=[CH:16][CH:15]=[CH:14][CH:13]=2)[S:6]1(=[O:19])=[O:18])[CH2:2][CH2:3][CH3:4]. The catalyst class is: 3. (7) Reactant: CON(C)[C:4]([C:6]1[C:11](=[O:12])[CH:10]=[CH:9][N:8]([C:13]2[CH:14]=[N:15][N:16]([CH3:18])[CH:17]=2)[N:7]=1)=[O:5].C[Si]([N:24]([Si](C)(C)C)[C:25]1[CH:26]=[C:27]([Mg]Cl)[CH:28]=[CH:29][CH:30]=1)(C)C.Cl.C([O-])([O-])=O.[Na+].[Na+]. Product: [NH2:24][C:25]1[CH:30]=[C:29]([CH:28]=[CH:27][CH:26]=1)[C:4]([C:6]1[C:11](=[O:12])[CH:10]=[CH:9][N:8]([C:13]2[CH:14]=[N:15][N:16]([CH3:18])[CH:17]=2)[N:7]=1)=[O:5]. The catalyst class is: 1. (8) Reactant: [H-].[Na+].[OH:3][CH:4]1[CH2:7][CH:6]([S:8]([O:11][CH2:12][CH2:13][CH2:14][CH3:15])(=[O:10])=[O:9])[CH2:5]1.[CH2:16](Br)[C:17]1[CH:22]=[CH:21][CH:20]=[CH:19][CH:18]=1.C(OCC)(=O)C. Product: [CH2:16]([O:3][CH:4]1[CH2:7][CH:6]([S:8]([O:11][CH2:12][CH2:13][CH2:14][CH3:15])(=[O:10])=[O:9])[CH2:5]1)[C:17]1[CH:22]=[CH:21][CH:20]=[CH:19][CH:18]=1. The catalyst class is: 134.